From a dataset of Full USPTO retrosynthesis dataset with 1.9M reactions from patents (1976-2016). Predict the reactants needed to synthesize the given product. (1) Given the product [Cl:27][C:28]1[CH:33]=[CH:32][C:31]2[O:34][CH:22]([C:23]([OH:25])=[O:24])[O:36][C:35]([CH:37]3[CH2:42][CH2:41][CH2:40][CH2:39][CH2:38]3)([CH:43]3[CH2:48][CH2:47][CH2:46][CH2:45][CH2:44]3)[C:30]=2[CH:29]=1, predict the reactants needed to synthesize it. The reactants are: [H-].[Na+].C1OCCOCCOCCOCCOCCOC1.Cl[CH:22](Cl)[C:23]([OH:25])=[O:24].[Cl:27][C:28]1[CH:33]=[CH:32][C:31]([OH:34])=[C:30]([C:35]([CH:43]2[CH2:48][CH2:47][CH2:46][CH2:45][CH2:44]2)([CH:37]2[CH2:42][CH2:41][CH2:40][CH2:39][CH2:38]2)[OH:36])[CH:29]=1. (2) Given the product [Br:1][C:2]1[CH:10]=[C:9]2[C:5]([CH:6]=[N:7][N:8]2[CH3:11])=[C:4]([C:12]2[NH:30][N:29]=[N:28][N:13]=2)[CH:3]=1, predict the reactants needed to synthesize it. The reactants are: [Br:1][C:2]1[CH:3]=[C:4]([C:12]#[N:13])[C:5]2[CH:6]=[N:7][N:8]([CH3:11])[C:9]=2[CH:10]=1.C([Sn](CCCC)=O)CCC.C[Si]([N:28]=[N+:29]=[N-:30])(C)C.[OH-].[Na+].